Dataset: Peptide-MHC class I binding affinity with 185,985 pairs from IEDB/IMGT. Task: Regression. Given a peptide amino acid sequence and an MHC pseudo amino acid sequence, predict their binding affinity value. This is MHC class I binding data. (1) The peptide sequence is YCSTNHLSK. The MHC is HLA-A31:01 with pseudo-sequence HLA-A31:01. The binding affinity (normalized) is 0. (2) The binding affinity (normalized) is 0.0180. The MHC is HLA-A68:02 with pseudo-sequence HLA-A68:02. The peptide sequence is GIMMNERDV.